Dataset: Peptide-MHC class II binding affinity with 134,281 pairs from IEDB. Task: Regression. Given a peptide amino acid sequence and an MHC pseudo amino acid sequence, predict their binding affinity value. This is MHC class II binding data. (1) The peptide sequence is GELQIVDKIDHAFKI. The binding affinity (normalized) is 0.626. The MHC is DRB1_1101 with pseudo-sequence DRB1_1101. (2) The peptide sequence is KQELDEISTNIRQAG. The MHC is HLA-DPA10103-DPB10401 with pseudo-sequence HLA-DPA10103-DPB10401. The binding affinity (normalized) is 0. (3) The peptide sequence is TQARAAAAAFEQAHA. The MHC is DRB3_0202 with pseudo-sequence DRB3_0202. The binding affinity (normalized) is 0.103. (4) The peptide sequence is MYMWLGARYLEFEAL. The MHC is DRB1_0901 with pseudo-sequence DRB1_0901. The binding affinity (normalized) is 0.620. (5) The MHC is HLA-DQA10301-DQB10302 with pseudo-sequence HLA-DQA10301-DQB10302. The peptide sequence is KMMGVPLQCSA. The binding affinity (normalized) is 0.201. (6) The peptide sequence is DGNYPLHIASKINNN. The MHC is H-2-IAb with pseudo-sequence H-2-IAb. The binding affinity (normalized) is 0.247. (7) The peptide sequence is EKDIEIIPIQEEEY. The MHC is HLA-DPA10201-DPB10501 with pseudo-sequence HLA-DPA10201-DPB10501. The binding affinity (normalized) is 0.0564. (8) The peptide sequence is CSGEPVVVHITDDNE. The MHC is HLA-DPA10103-DPB10201 with pseudo-sequence HLA-DPA10103-DPB10201. The binding affinity (normalized) is 0. (9) The peptide sequence is YDKFLANVSTVLPGK. The MHC is DRB1_0101 with pseudo-sequence DRB1_0101. The binding affinity (normalized) is 0.854.